Dataset: Full USPTO retrosynthesis dataset with 1.9M reactions from patents (1976-2016). Task: Predict the reactants needed to synthesize the given product. (1) Given the product [CH3:1][O:2][C:3]1[CH:8]=[CH:7][C:6]([N:9]2[C:13]3[C:14](=[O:31])[N:15]([C:18]4[CH:23]=[CH:22][C:21]([N:24]5[CH:29]=[CH:28][CH:27]=[CH:26][C:25]5=[O:30])=[CH:20][CH:19]=4)[CH2:16][CH2:17][C:12]=3[C:11]([C:32]3[NH:36][N:35]=[N:34][N:33]=3)=[N:10]2)=[CH:5][CH:4]=1, predict the reactants needed to synthesize it. The reactants are: [CH3:1][O:2][C:3]1[CH:8]=[CH:7][C:6]([N:9]2[C:13]3[C:14](=[O:31])[N:15]([C:18]4[CH:23]=[CH:22][C:21]([N:24]5[CH:29]=[CH:28][CH:27]=[CH:26][C:25]5=[O:30])=[CH:20][CH:19]=4)[CH2:16][CH2:17][C:12]=3[C:11]([C:32]#[N:33])=[N:10]2)=[CH:5][CH:4]=1.[N-:34]=[N+:35]=[N-:36].[Na+].[NH4+].[Cl-].C(Cl)(C1C=CC=CC=1)(C1C=CC=CC=1)C1C=CC=CC=1. (2) The reactants are: C1(C)C=CC=CC=1P([C:15]1[CH:20]=[CH:19][CH:18]=[CH:17][C:16]=1[CH3:21])C1C=CC=CC=1C.Br[C:24]1[CH:25]=[C:26]2[C:38]3=[C:39]4[C:29](=[CH:30][C:31](Br)=[CH:32][C:33]4=[CH:34][CH:35]=[C:36]3[CH:37]=1)[CH:28]=[CH:27]2.[CH3:41][C:42]1[CH:47]=[CH:46][C:45]([CH3:48])=[CH:44][C:43]=1B(O)O.O.P([O-])([O-])([O-])=O.[K+].[K+].[K+].[C:61]1(C)C=CC=CC=1. Given the product [CH3:41][C:42]1[CH:47]=[CH:46][C:45]([CH3:48])=[CH:44][C:43]=1[C:37]1[C:36]2[C:38]3=[C:39]4[C:33](=[CH:34][CH:35]=2)[CH:32]=[CH:31][C:30]([C:20]2[CH:15]=[C:16]([CH3:21])[CH:17]=[CH:18][C:19]=2[CH3:61])=[C:29]4[CH:28]=[CH:27][C:26]3=[CH:25][CH:24]=1, predict the reactants needed to synthesize it. (3) The reactants are: [CH2:1]([C:4]1[CH:27]=[CH:26][C:7]2[C:8]([CH2:11][CH2:12][CH:13]3[CH2:18][CH2:17][N:16]([C:19]([O:21][C:22]([CH3:25])([CH3:24])[CH3:23])=[O:20])[CH2:15][CH2:14]3)=[N:9][O:10][C:6]=2[C:5]=1[CH2:28][OH:29])[CH:2]=[CH2:3].[O:30]1[CH:35]=[CH:34][CH2:33][CH2:32][CH2:31]1.[C@]12(CS(O)(=O)=O)C(C)(C)C(CC1)CC2=O.C(=O)(O)[O-].[Na+]. Given the product [CH2:1]([C:4]1[CH:27]=[CH:26][C:7]2[C:8]([CH2:11][CH2:12][CH:13]3[CH2:18][CH2:17][N:16]([C:19]([O:21][C:22]([CH3:24])([CH3:25])[CH3:23])=[O:20])[CH2:15][CH2:14]3)=[N:9][O:10][C:6]=2[C:5]=1[CH2:28][O:29][CH:31]1[CH2:32][CH2:33][CH2:34][CH2:35][O:30]1)[CH:2]=[CH2:3], predict the reactants needed to synthesize it. (4) Given the product [CH3:32][O:33][C:34](=[O:40])[C:35]([CH3:39])([CH3:38])[CH2:36][NH:37][C:3]([C:5]1[C:6]([OH:31])=[C:7]2[C:12](=[C:13]([C:15]#[N:16])[N:14]=1)[N:11]([CH2:17][C:18]1[CH:19]=[CH:20][CH:21]=[CH:22][CH:23]=1)[C:10](=[O:24])[C:9]([C:25]1[CH:30]=[CH:29][CH:28]=[CH:27][CH:26]=1)=[CH:8]2)=[O:4], predict the reactants needed to synthesize it. The reactants are: CO[C:3]([C:5]1[C:6]([OH:31])=[C:7]2[C:12](=[C:13]([C:15]#[N:16])[N:14]=1)[N:11]([CH2:17][C:18]1[CH:23]=[CH:22][CH:21]=[CH:20][CH:19]=1)[C:10](=[O:24])[C:9]([C:25]1[CH:30]=[CH:29][CH:28]=[CH:27][CH:26]=1)=[CH:8]2)=[O:4].[CH3:32][O:33][C:34](=[O:40])[C:35]([CH3:39])([CH3:38])[CH2:36][NH2:37]. (5) Given the product [NH2:1][C:2]1[N:7]=[C:6]([NH:8][CH2:9][CH2:10][CH2:11][CH3:12])[C:5]([CH2:13][C:14]2[CH:19]=[CH:18][C:17]([CH2:20][C:21]([O:23][CH3:27])=[O:22])=[CH:16][C:15]=2[OH:24])=[C:4]([CH3:26])[N:3]=1, predict the reactants needed to synthesize it. The reactants are: [NH2:1][C:2]1[N:7]=[C:6]([NH:8][CH2:9][CH2:10][CH2:11][CH3:12])[C:5]([CH2:13][C:14]2[CH:19]=[CH:18][C:17]([CH2:20][C:21]([OH:23])=[O:22])=[CH:16][C:15]=2[O:24]C)=[C:4]([CH3:26])[N:3]=1.[CH3:27]O.Cl. (6) Given the product [CH3:8][N:9]([CH3:43])[CH2:10][CH2:11][N:12]1[CH:16]=[C:15]([C:17]2[CH:22]=[CH:21][C:20]([F:23])=[C:19]([C:24]([F:27])([F:25])[F:26])[CH:18]=2)[N:14]=[C:13]1[CH:28]1[CH2:29][CH2:30][N:31]([C:34]2[N:39]=[CH:38][N:37]=[C:36]([NH2:40])[C:35]=2[CH2:41][CH3:42])[CH2:32][CH2:33]1, predict the reactants needed to synthesize it. The reactants are: FC(F)(F)C(O)=O.[CH3:8][N:9]([CH3:43])[CH2:10][CH2:11][N:12]1[CH:16]=[C:15]([C:17]2[CH:22]=[CH:21][C:20]([F:23])=[C:19]([C:24]([F:27])([F:26])[F:25])[CH:18]=2)[N:14]=[C:13]1[CH:28]1[CH2:33][CH2:32][N:31]([C:34]2[N:39]=[CH:38][N:37]=[C:36]([NH2:40])[C:35]=2[CH:41]=[CH2:42])[CH2:30][CH2:29]1.CO. (7) Given the product [CH3:1][O:2][C:3]([C:5]1[CH:15]=[C:14]([O:16][C@@H:37]([CH3:38])[CH2:36][C:30]2[CH:31]=[CH:32][CH:33]=[CH:34][CH:35]=2)[C:8]2[CH2:9][C:10]([CH3:13])([CH3:12])[O:11][C:7]=2[CH:6]=1)=[O:4], predict the reactants needed to synthesize it. The reactants are: [CH3:1][O:2][C:3]([C:5]1[CH:15]=[C:14]([OH:16])[C:8]2[CH2:9][C:10]([CH3:13])([CH3:12])[O:11][C:7]=2[CH:6]=1)=[O:4].[CH:30]1[CH:35]=[CH:34][C:33](P([C:30]2[CH:35]=[CH:34][CH:33]=[CH:32][CH:31]=2)[C:30]2[CH:35]=[CH:34][CH:33]=[CH:32][CH:31]=2)=[CH:32][CH:31]=1.[CH3:36][CH:37](OC(/N=N/C(OC(C)C)=O)=O)[CH3:38]. (8) Given the product [CH3:18][S:19][C:5]1[C:6]([O:8][CH:9]([C:11]2[CH:16]=[CH:15][N:14]=[C:13]([NH2:17])[N:12]=2)[CH3:10])=[N:7][CH:2]=[CH:3][CH:4]=1, predict the reactants needed to synthesize it. The reactants are: F[C:2]1[N:7]=[C:6]([O:8][C@@H:9]([C:11]2[CH:16]=[CH:15][N:14]=[C:13]([NH2:17])[N:12]=2)[CH3:10])[CH:5]=[CH:4][CH:3]=1.[CH3:18][S-:19].[Na+]. (9) Given the product [F:11][C:12]1[CH:13]=[C:14]([CH:15]=[CH:16][C:17]=1[F:18])[O:19][C:9]1[CH:8]=[CH:7][C:4]([CH:5]=[O:6])=[CH:3][C:2]=1[F:1], predict the reactants needed to synthesize it. The reactants are: [F:1][C:2]1[CH:3]=[C:4]([CH:7]=[CH:8][C:9]=1F)[CH:5]=[O:6].[F:11][C:12]1[CH:13]=[C:14]([OH:19])[CH:15]=[CH:16][C:17]=1[F:18].